From a dataset of Catalyst prediction with 721,799 reactions and 888 catalyst types from USPTO. Predict which catalyst facilitates the given reaction. (1) Reactant: C[O:2][C:3](=[O:42])[C:4]1[CH:9]=[CH:8][C:7]([NH:10][C:11]([C@H:13]2[C@H:17]([C:18]3[CH:23]=[CH:22][CH:21]=[C:20]([Cl:24])[C:19]=3[F:25])[C@:16]([C:28]3[CH:33]=[CH:32][C:31]([Cl:34])=[CH:30][C:29]=3[F:35])([C:26]#[N:27])[C@H:15]([CH2:36][C:37]([CH3:40])([CH3:39])[CH3:38])[NH:14]2)=[O:12])=[CH:6][C:5]=1[Cl:41].[OH-].[Na+]. The catalyst class is: 5. Product: [Cl:41][C:5]1[CH:6]=[C:7]([NH:10][C:11]([C@H:13]2[C@H:17]([C:18]3[CH:23]=[CH:22][CH:21]=[C:20]([Cl:24])[C:19]=3[F:25])[C@:16]([C:28]3[CH:33]=[CH:32][C:31]([Cl:34])=[CH:30][C:29]=3[F:35])([C:26]#[N:27])[C@H:15]([CH2:36][C:37]([CH3:40])([CH3:39])[CH3:38])[NH:14]2)=[O:12])[CH:8]=[CH:9][C:4]=1[C:3]([OH:42])=[O:2]. (2) Reactant: [CH2:1]([C:3]1[S:4][CH:5]=[C:6](/[CH:8]=[CH:9]/[C:10]2[C:11]([O:21][CH2:22][C:23]3[CH:46]=[CH:45][C:26]([O:27][CH2:28][C:29]4[N:30]=[C:31]([C:35]5[CH:36]=[C:37]([CH:42]=[CH:43][CH:44]=5)[C:38](OC)=[O:39])[O:32][C:33]=4[CH3:34])=[C:25]([O:47][CH3:48])[CH:24]=3)=[N:12][N:13]([C:15]3[CH:20]=[CH:19][CH:18]=[CH:17][CH:16]=3)[CH:14]=2)[N:7]=1)[CH3:2].[BH4-].[Li+].O1CCCC1. Product: [CH2:1]([C:3]1[S:4][CH:5]=[C:6](/[CH:8]=[CH:9]/[C:10]2[C:11]([O:21][CH2:22][C:23]3[CH:46]=[CH:45][C:26]([O:27][CH2:28][C:29]4[N:30]=[C:31]([C:35]5[CH:36]=[C:37]([CH2:38][OH:39])[CH:42]=[CH:43][CH:44]=5)[O:32][C:33]=4[CH3:34])=[C:25]([O:47][CH3:48])[CH:24]=3)=[N:12][N:13]([C:15]3[CH:16]=[CH:17][CH:18]=[CH:19][CH:20]=3)[CH:14]=2)[N:7]=1)[CH3:2]. The catalyst class is: 6.